Predict the reaction yield, written as a fraction of the theoretical maximum amount of product (1.0 means a 100% yield; for example, 0.34 means a 34% yield). From a dataset of Reaction yield outcomes from USPTO patents with 853,638 reactions. (1) The reactants are [NH2:1][C:2]1[C:11]2[C:6](=[C:7](Br)[CH:8]=[CH:9][CH:10]=2)[N:5]=[N:4][C:3]=1[C:13]([NH:15][CH2:16][CH2:17][CH3:18])=[O:14].[CH3:19][N:20]1[CH:24]=[C:23](B2OC(C)(C)C(C)(C)O2)[CH:22]=[N:21]1. No catalyst specified. The product is [NH2:1][C:2]1[C:11]2[C:6](=[C:7]([C:23]3[CH:22]=[N:21][N:20]([CH3:19])[CH:24]=3)[CH:8]=[CH:9][CH:10]=2)[N:5]=[N:4][C:3]=1[C:13]([NH:15][CH2:16][CH2:17][CH3:18])=[O:14]. The yield is 0.820. (2) The reactants are [OH2:1].[Cl:2][C:3]1[CH:4]=[C:5]([CH:8]=[CH:9][CH:10]=1)[CH:6]=[CH2:7].[OH-].[Na+]. The catalyst is C(Cl)Cl. The product is [Cl:2][C:3]1[CH:4]=[C:5]([CH:8]=[CH:9][CH:10]=1)[C@H:6]1[O:1][CH2:7]1. The yield is 0.920. (3) The reactants are Cl[C:2]1[N:10]=[C:9](Cl)[CH:8]=[CH:7][C:3]=1[C:4]([NH2:6])=[O:5].[CH3:12][C@H:13]1[CH2:18][N:17]([C:19]2[N:24]=[CH:23][C:22]([NH2:25])=[CH:21][CH:20]=2)[CH2:16][C@@H:15]([CH3:26])[O:14]1.C(O[C:32](=[O:39])[NH:33][C@H:34]1[CH2:38][CH2:37][NH:36][CH2:35]1)(C)(C)C.[C:40](O)(=O)[CH:41]=C. No catalyst specified. The product is [C:32]([NH:33][C@H:34]1[CH2:38][CH2:37][N:36]([C:9]2[CH:8]=[CH:7][C:3]([C:4]([NH2:6])=[O:5])=[C:2]([NH:25][C:22]3[CH:23]=[N:24][C:19]([N:17]4[CH2:16][C@H:15]([CH3:26])[O:14][C@H:13]([CH3:12])[CH2:18]4)=[CH:20][CH:21]=3)[N:10]=2)[CH2:35]1)(=[O:39])[CH:40]=[CH2:41]. The yield is 0.290. (4) The reactants are [CH3:1][N:2]1[CH2:7][CH2:6][NH:5][CH2:4][CH2:3]1.F[C:9]1[CH:21]=[CH:20][C:12]([C:13]([O:15][C:16]([CH3:19])([CH3:18])[CH3:17])=[O:14])=[C:11]([N+:22]([O-:24])=[O:23])[CH:10]=1. The catalyst is O. The product is [CH3:1][N:2]1[CH2:7][CH2:6][N:5]([C:9]2[CH:21]=[CH:20][C:12]([C:13]([O:15][C:16]([CH3:18])([CH3:19])[CH3:17])=[O:14])=[C:11]([N+:22]([O-:24])=[O:23])[CH:10]=2)[CH2:4][CH2:3]1. The yield is 0.900. (5) The product is [C:4]1([C:10]2[N:15]=[CH:14][C:13]([C:16]3[S:17][CH:18]=[C:19]([C:21]([OH:23])=[O:22])[N:20]=3)=[CH:12][N:11]=2)[CH:5]=[CH:6][CH:7]=[CH:8][CH:9]=1. The reactants are O.[OH-].[Li+].[C:4]1([C:10]2[N:15]=[CH:14][C:13]([C:16]3[S:17][CH:18]=[C:19]([C:21]([O:23]C(C)(C)C)=[O:22])[N:20]=3)=[CH:12][N:11]=2)[CH:9]=[CH:8][CH:7]=[CH:6][CH:5]=1. The yield is 0.870. The catalyst is C(O)C.O.CN(C=O)C.